From a dataset of Forward reaction prediction with 1.9M reactions from USPTO patents (1976-2016). Predict the product of the given reaction. (1) Given the reactants [CH3:1][CH:2]1[CH2:6][CH2:5][CH2:4][N:3]1[C:7]1[CH:8]=[N:9][N:10]2[CH2:15][CH2:14][N:13]([C:16]([O:18]C(C)(C)C)=O)[CH2:12][C:11]=12.CCN(C(C)C)C(C)C.[Cl:32][C:33]1[CH:34]=[C:35]([NH:40]C(=O)OC2C=CC=CC=2)[CH:36]=[CH:37][C:38]=1[F:39], predict the reaction product. The product is: [Cl:32][C:33]1[CH:34]=[C:35]([NH:40][C:16]([N:13]2[CH2:14][CH2:15][N:10]3[N:9]=[CH:8][C:7]([N:3]4[CH2:4][CH2:5][CH2:6][CH:2]4[CH3:1])=[C:11]3[CH2:12]2)=[O:18])[CH:36]=[CH:37][C:38]=1[F:39]. (2) Given the reactants [C:1]([O:5][C:6](=[O:29])[NH:7][C:8]([CH3:28])([CH3:27])[CH2:9][C:10]1[C:18]2[C:13](=[C:14]([CH2:19]S(C(F)(F)F)(=O)=O)[CH:15]=[CH:16][CH:17]=2)[NH:12][CH:11]=1)([CH3:4])([CH3:3])[CH3:2].[CH:30]([N:32]1[CH:36]=[N:35][CH:34]=[N:33]1)=C, predict the reaction product. The product is: [C:1]([O:5][C:6](=[O:29])[NH:7][C:8]([CH3:28])([CH3:27])[CH2:9][C:10]1[C:18]2[C:13](=[C:14]([CH:19]=[CH:30][N:32]3[CH:36]=[N:35][CH:34]=[N:33]3)[CH:15]=[CH:16][CH:17]=2)[NH:12][CH:11]=1)([CH3:4])([CH3:3])[CH3:2]. (3) Given the reactants [CH3:1][O:2][C:3]1[CH:11]=[CH:10][C:9]2[NH:8][C:7]3[CH2:12][CH2:13][N:14]([CH3:16])[CH2:15][C:6]=3[C:5]=2[CH:4]=1.[H-].[Na+].[CH3:19][C:20]1([C:23]2[CH:28]=[CH:27][N:26]=[CH:25][CH:24]=2)[CH2:22][O:21]1, predict the reaction product. The product is: [CH3:1][O:2][C:3]1[CH:11]=[CH:10][C:9]2[N:8]([CH2:19][C:20]([C:23]3[CH:28]=[CH:27][N:26]=[CH:25][CH:24]=3)([OH:21])[CH3:22])[C:7]3[CH2:12][CH2:13][N:14]([CH3:16])[CH2:15][C:6]=3[C:5]=2[CH:4]=1. (4) Given the reactants [F:1][C:2]1[C:7]([F:8])=[CH:6][CH:5]=[CH:4][C:3]=1[CH2:9][S:10][C:11]1[N:20]=[C:19]([NH:21][CH:22]([CH2:25][OH:26])[CH2:23][OH:24])[C:18]2[N:17]=[CH:16][C:15](=[O:27])[NH:14][C:13]=2[N:12]=1.[OH2:28].[OH:29]OS([O-])=O.[K+], predict the reaction product. The product is: [F:1][C:2]1[C:7]([F:8])=[CH:6][CH:5]=[CH:4][C:3]=1[CH2:9][S:10]([C:11]1[N:20]=[C:19]([NH:21][CH:22]([CH2:25][OH:26])[CH2:23][OH:24])[C:18]2[N:17]=[CH:16][C:15](=[O:27])[NH:14][C:13]=2[N:12]=1)(=[O:29])=[O:28]. (5) Given the reactants [Cl:1][C:2]1[CH:7]=[CH:6][C:5]([N:8]2[C:13](=[O:14])[C:12]3[N:15]=[N:16][N:17]([C:18]4[CH:23]=[CH:22][CH:21]=[C:20]([S:24]([CH3:27])(=[O:26])=[O:25])[CH:19]=4)[C:11]=3[N:10]=[C:9]2[C:28]2[CH:33]=[CH:32][C:31](B3OC(C)(C)C(C)(C)O3)=[CH:30][CH:29]=2)=[CH:4][CH:3]=1.C([O-])([O-])=O.[Cs+].[Cs+].[Cl-].C(C1C=CC=C(C(C)C)C=1[N+:62]1[CH:66]=[CH:65][N:64]([C:67]2[C:72](C(C)C)=CC=CC=2C(C)C)C=1)(C)C.O1CCOCC1, predict the reaction product. The product is: [Cl:1][C:2]1[CH:7]=[CH:6][C:5]([N:8]2[C:13](=[O:14])[C:12]3[N:15]=[N:16][N:17]([C:18]4[CH:23]=[CH:22][CH:21]=[C:20]([S:24]([CH3:27])(=[O:25])=[O:26])[CH:19]=4)[C:11]=3[N:10]=[C:9]2[C:28]2[CH:33]=[CH:32][C:31]([C:66]3[CH:65]=[N:64][CH:67]=[CH:72][N:62]=3)=[CH:30][CH:29]=2)=[CH:4][CH:3]=1. (6) The product is: [ClH:50].[CH2:21]([C:18]1[CH:19]=[N:20][C:15]([N:12]2[CH2:13][CH2:14][N:9]([C:8]3[N:7]=[CH:6][C:5]([C:24]4[CH:29]=[CH:28][C:27]([N:30]5[C:34](=[O:35])[N:33]([CH2:36][CH2:37][NH:38][CH:46]([CH3:48])[CH3:47])[N:32]=[CH:31]5)=[C:26]([F:49])[CH:25]=4)=[CH:4][C:3]=3[C:1]#[N:2])[C@@H:10]([CH3:23])[CH2:11]2)=[N:16][CH:17]=1)[CH3:22]. Given the reactants [C:1]([C:3]1[CH:4]=[C:5]([C:24]2[CH:29]=[CH:28][C:27]([N:30]3[C:34](=[O:35])[N:33]([CH2:36][CH2:37][N:38]([CH:46]([CH3:48])[CH3:47])C(=O)OC(C)(C)C)[N:32]=[CH:31]3)=[C:26]([F:49])[CH:25]=2)[CH:6]=[N:7][C:8]=1[N:9]1[CH2:14][CH2:13][N:12]([C:15]2[N:20]=[CH:19][C:18]([CH2:21][CH3:22])=[CH:17][N:16]=2)[CH2:11][C@@H:10]1[CH3:23])#[N:2].[ClH:50], predict the reaction product.